Dataset: Forward reaction prediction with 1.9M reactions from USPTO patents (1976-2016). Task: Predict the product of the given reaction. The product is: [NH2:33][C:21](=[O:23])[CH2:20][N:17]1[CH2:18][CH2:19][C:14]2[C:13]([C:26]([F:27])([F:29])[F:28])=[N:12][N:11]([CH2:10][C:9]([NH:8][C:6]3[CH:7]=[C:2]([Cl:1])[CH:3]=[CH:4][C:5]=3[O:31][CH3:32])=[O:30])[C:15]=2[CH2:16]1. Given the reactants [Cl:1][C:2]1[CH:3]=[CH:4][C:5]([O:31][CH3:32])=[C:6]([NH:8][C:9](=[O:30])[CH2:10][N:11]2[C:15]3[CH2:16][N:17]([CH2:20][C:21]([O:23]CC)=O)[CH2:18][CH2:19][C:14]=3[C:13]([C:26]([F:29])([F:28])[F:27])=[N:12]2)[CH:7]=1.[NH3:33].CO, predict the reaction product.